From a dataset of Forward reaction prediction with 1.9M reactions from USPTO patents (1976-2016). Predict the product of the given reaction. (1) The product is: [CH3:1][O:2][C:3]1[CH:4]=[CH:5][C:6]([C:7]([NH:9][C:10]2[CH:15]=[CH:14][CH:13]=[CH:12][C:11]=2[N:16]2[C:24](=[O:25])[C:23]3[C:18](=[CH:19][CH:20]=[C:21]([NH2:26])[CH:22]=3)[C:17]2=[O:29])=[O:8])=[CH:30][CH:31]=1. Given the reactants [CH3:1][O:2][C:3]1[CH:31]=[CH:30][C:6]([C:7]([NH:9][C:10]2[CH:15]=[CH:14][CH:13]=[CH:12][C:11]=2[N:16]2[C:24](=[O:25])[C:23]3[C:18](=[CH:19][CH:20]=[C:21]([N+:26]([O-])=O)[CH:22]=3)[C:17]2=[O:29])=[O:8])=[CH:5][CH:4]=1.C(O)C.[H][H], predict the reaction product. (2) The product is: [F:23][C:17]1[C:18]([F:22])=[CH:19][CH:20]=[CH:21][C:16]=1[C:12]1[CH:13]=[N:14][O:15][C:11]=1[C:10]1[C:4]2[C:5](=[N:6][CH:7]=[C:2]([C:28]3[CH:29]=[N:24][CH:25]=[N:26][CH:27]=3)[CH:3]=2)[NH:8][CH:9]=1. Given the reactants Br[C:2]1[CH:3]=[C:4]2[C:10]([C:11]3[O:15][N:14]=[CH:13][C:12]=3[C:16]3[CH:21]=[CH:20][CH:19]=[C:18]([F:22])[C:17]=3[F:23])=[CH:9][NH:8][C:5]2=[N:6][CH:7]=1.[N:24]1[CH:29]=[C:28](B(O)O)[CH:27]=[N:26][CH:25]=1.C([O-])(O)=O.[Na+].C(P(C(C)(C)C)C(C)(C)C)(C)(C)C, predict the reaction product.